Dataset: Catalyst prediction with 721,799 reactions and 888 catalyst types from USPTO. Task: Predict which catalyst facilitates the given reaction. (1) Reactant: [Cl:1][C:2]1[CH:7]=[CH:6][CH:5]=[CH:4][C:3]=1[C:8]1[CH:17]=[C:16]([NH:18][C:19](=[O:23])[CH:20]([CH3:22])[CH3:21])[CH:15]=[C:14]2[C:9]=1[CH2:10][CH2:11][NH:12][CH2:13]2.C(N(CC)CC)C.[C:31](Cl)(=[O:33])[CH3:32]. Product: [C:31]([N:12]1[CH2:11][CH2:10][C:9]2[C:14](=[CH:15][C:16]([NH:18][C:19](=[O:23])[CH:20]([CH3:21])[CH3:22])=[CH:17][C:8]=2[C:3]2[CH:4]=[CH:5][CH:6]=[CH:7][C:2]=2[Cl:1])[CH2:13]1)(=[O:33])[CH3:32]. The catalyst class is: 44. (2) Product: [CH3:1][C:2]1[C:3]([C:7]2[CH:16]=[CH:15][C:10]([C:11]([OH:13])=[O:12])=[CH:9][C:8]=2[C:17]([F:20])([F:18])[F:19])=[CH:4][S:5][CH:6]=1. The catalyst class is: 88. Reactant: [CH3:1][C:2]1[C:3]([C:7]2[CH:16]=[CH:15][C:10]([C:11]([O:13]C)=[O:12])=[CH:9][C:8]=2[C:17]([F:20])([F:19])[F:18])=[CH:4][S:5][CH:6]=1.[OH-].[Na+]. (3) Reactant: [NH2:1][C:2]1[CH:7]=[CH:6][N:5]=[CH:4][CH:3]=1.CCN(CC)CC.[CH3:15][C:16]([CH3:21])([CH3:20])[C:17](Cl)=[O:18].[Cl-].[Na+].O.C(Cl)Cl. Product: [CH3:15][C:16]([CH3:21])([CH3:20])[C:17]([NH:1][C:2]1[CH:7]=[CH:6][N:5]=[CH:4][CH:3]=1)=[O:18]. The catalyst class is: 2.